This data is from Forward reaction prediction with 1.9M reactions from USPTO patents (1976-2016). The task is: Predict the product of the given reaction. (1) Given the reactants [Cl:1][C:2]1[C:3]([F:32])=[C:4]([CH:29]=[CH:30][CH:31]=1)[NH:5][C:6]1[C:15]2[C:10](=[CH:11][C:12]([O:27][CH3:28])=[C:13]([O:16][CH2:17][C@@H:18]3[CH2:22][CH2:21][CH2:20][N:19]3[C:23](=[O:26])[CH2:24]Cl)[CH:14]=2)[N:9]=[CH:8][N:7]=1.[CH3:33][NH2:34], predict the reaction product. The product is: [Cl:1][C:2]1[C:3]([F:32])=[C:4]([CH:29]=[CH:30][CH:31]=1)[NH:5][C:6]1[C:15]2[C:10](=[CH:11][C:12]([O:27][CH3:28])=[C:13]([O:16][CH2:17][C@@H:18]3[CH2:22][CH2:21][CH2:20][N:19]3[C:23](=[O:26])[CH2:24][NH:34][CH3:33])[CH:14]=2)[N:9]=[CH:8][N:7]=1. (2) Given the reactants [Cl:1][C:2]1[CH:7]=[C:6]([OH:8])[C:5]([Cl:9])=[CH:4][C:3]=1[CH2:10][CH2:11][C:12]([O:14][C:15]([CH3:18])([CH3:17])[CH3:16])=[O:13].Cl[CH2:20][C:21]1([C:24]([N:26]2[C:35]3[C:30](=[CH:31][CH:32]=[CH:33][CH:34]=3)[N:29]([CH:36]3[CH2:38][CH2:37]3)[CH2:28][CH2:27]2)=[O:25])[CH2:23][CH2:22]1.C(=O)([O-])[O-].[K+].[K+], predict the reaction product. The product is: [Cl:1][C:2]1[CH:7]=[C:6]([O:8][CH2:20][C:21]2([C:24]([N:26]3[C:35]4[C:30](=[CH:31][CH:32]=[CH:33][CH:34]=4)[N:29]([CH:36]4[CH2:38][CH2:37]4)[CH2:28][CH2:27]3)=[O:25])[CH2:23][CH2:22]2)[C:5]([Cl:9])=[CH:4][C:3]=1[CH2:10][CH2:11][C:12]([O:14][C:15]([CH3:18])([CH3:17])[CH3:16])=[O:13]. (3) The product is: [NH2:6][C:7]1[N:11]([CH:12]2[CH2:17][CH2:16][CH2:15][NH:14][CH2:13]2)[N:10]=[C:9]([C:28]2[CH:33]=[CH:32][CH:31]=[C:30]([O:34][C:35]3[CH:40]=[CH:39][C:38]([F:41])=[CH:37][CH:36]=3)[CH:29]=2)[C:8]=1[C:42]([NH2:43])=[O:1]. Given the reactants [OH-:1].[Na+].C([NH:6][C:7]1[N:11]([CH:12]2[CH2:17][CH2:16][CH2:15][N:14](C(OCC3C=CC=CC=3)=O)[CH2:13]2)[N:10]=[C:9]([C:28]2[CH:33]=[CH:32][CH:31]=[C:30]([O:34][C:35]3[CH:40]=[CH:39][C:38]([F:41])=[CH:37][CH:36]=3)[CH:29]=2)[C:8]=1[C:42]#[N:43])(=O)C.O, predict the reaction product. (4) Given the reactants [NH2:1][C:2]1[N:3]=[CH:4][C:5]([F:32])=[C:6]2[C:10]([C:11](=[O:31])[C:12]([N:14]3[CH2:19][CH2:18][N:17]([C:20]4[N:24]([C:25]5[CH:30]=[CH:29][CH:28]=[CH:27][CH:26]=5)[N:23]=[N:22][N:21]=4)[CH2:16][CH2:15]3)=[O:13])=[CH:9][NH:8][C:7]=12.[C:33](Cl)(=[O:35])[CH3:34], predict the reaction product. The product is: [F:32][C:5]1[CH:4]=[N:3][C:2]([NH:1][C:33](=[O:35])[CH3:34])=[C:7]2[NH:8][CH:9]=[C:10]([C:11](=[O:31])[C:12](=[O:13])[N:14]3[CH2:15][CH2:16][N:17]([C:20]4[N:24]([C:25]5[CH:30]=[CH:29][CH:28]=[CH:27][CH:26]=5)[N:23]=[N:22][N:21]=4)[CH2:18][CH2:19]3)[C:6]=12.